From a dataset of Full USPTO retrosynthesis dataset with 1.9M reactions from patents (1976-2016). Predict the reactants needed to synthesize the given product. (1) Given the product [C:1]([C:3]1[N:4]=[C:5]2[C:11]3[CH:12]=[CH:13][C:14]([C:16]([O:18][CH3:19])=[O:17])=[CH:15][C:10]=3[O:9][CH2:8][CH2:7][N:6]2[CH:20]=1)(=[O:22])[NH2:2], predict the reactants needed to synthesize it. The reactants are: [C:1]([C:3]1[N:4]=[C:5]2[C:11]3[CH:12]=[CH:13][C:14]([C:16]([O:18][CH3:19])=[O:17])=[CH:15][C:10]=3[O:9][CH2:8][CH2:7][N:6]2[CH:20]=1)#[N:2].C(=O)([O-])[O-:22].[K+].[K+].OO. (2) Given the product [CH2:1]([O:3][C:4]1[CH:14]=[C:13]([F:15])[C:12]([N+:21]([O-:23])=[O:22])=[CH:11][C:5]=1[C:6]([O:8][CH2:9][CH3:10])=[O:7])[CH3:2], predict the reactants needed to synthesize it. The reactants are: [CH2:1]([O:3][C:4]1[CH:14]=[C:13]([F:15])[CH:12]=[CH:11][C:5]=1[C:6]([O:8][CH2:9][CH3:10])=[O:7])[CH3:2].S(=O)(=O)(O)O.[N+:21]([O-])([O-:23])=[O:22].[K+]. (3) Given the product [O:22]1[CH:21]=[CH:20][CH:19]=[C:18]1[CH2:17][NH:23][C:2]1[C:11]([C:12]([O:14][CH2:15][CH3:16])=[O:13])=[CH:10][C:9]2[CH2:8][CH2:7][CH2:6][CH2:5][C:4]=2[N:3]=1, predict the reactants needed to synthesize it. The reactants are: Cl[C:2]1[C:11]([C:12]([O:14][CH2:15][CH3:16])=[O:13])=[CH:10][C:9]2[CH2:8][CH2:7][CH2:6][CH2:5][C:4]=2[N:3]=1.[CH2:17]([NH2:23])[C:18]1[O:22][CH:21]=[CH:20][CH:19]=1. (4) Given the product [CH3:23][C:10]1[C:11]([CH2:12][C:13]2[C:22]3[C:17](=[CH:18][CH:19]=[CH:20][CH:21]=3)[CH:16]=[CH:15][CH:14]=2)=[C:4]2[N:3]=[C:2]([N:3]3[CH2:4][CH2:11][O:24][CH2:7][CH2:2]3)[CH:7]=[C:6]([N:26]3[CH2:31][CH2:30][O:29][CH2:28][CH2:27]3)[N:5]2[N:9]=1, predict the reactants needed to synthesize it. The reactants are: Cl[C:2]1[CH:7]=[C:6](Cl)[N:5]2[N:9]=[C:10]([CH3:23])[C:11]([CH2:12][C:13]3[C:22]4[C:17](=[CH:18][CH:19]=[CH:20][CH:21]=4)[CH:16]=[CH:15][CH:14]=3)=[C:4]2[N:3]=1.[OH-:24].[Na+].[NH:26]1[CH2:31][CH2:30][O:29][CH2:28][CH2:27]1.Cl. (5) The reactants are: [C:1]([NH:20][C@H:21]([CH2:24][CH3:25])[CH:22]=[O:23])([C:14]1[CH:19]=[CH:18][CH:17]=[CH:16][CH:15]=1)([C:8]1[CH:13]=[CH:12][CH:11]=[CH:10][CH:9]=1)[C:2]1[CH:7]=[CH:6][CH:5]=[CH:4][CH:3]=1.[CH2:26]([Mg]Br)[CH3:27].O. Given the product [C:1]([NH:20][C@H:21]([CH2:24][CH3:25])[CH:22]([OH:23])[CH2:26][CH3:27])([C:8]1[CH:13]=[CH:12][CH:11]=[CH:10][CH:9]=1)([C:14]1[CH:15]=[CH:16][CH:17]=[CH:18][CH:19]=1)[C:2]1[CH:7]=[CH:6][CH:5]=[CH:4][CH:3]=1, predict the reactants needed to synthesize it. (6) Given the product [Cl:11][C:12]1[C:13]([CH2:21][O:22][C:23]2[CH:24]=[CH:25][CH:26]=[C:27]3[C:32]=2[N:31]=[C:30]([CH3:33])[CH:29]=[C:28]3[C:34]2[N:35]([CH3:39])[N:36]=[CH:37][CH:38]=2)=[C:14]([CH:18]([OH:20])[CH3:19])[CH:15]=[N:16][CH:17]=1, predict the reactants needed to synthesize it. The reactants are: ClC1C=NC=C(Cl)C=1CO.[Cl:11][C:12]1[C:13]([CH2:21][O:22][C:23]2[CH:24]=[CH:25][CH:26]=[C:27]3[C:32]=2[N:31]=[C:30]([CH3:33])[CH:29]=[C:28]3[C:34]2[N:35]([CH3:39])[N:36]=[CH:37][CH:38]=2)=[C:14]([C:18](=[O:20])[CH3:19])[CH:15]=[N:16][CH:17]=1. (7) Given the product [F:1][C:2]([F:47])([F:46])[C:3]1[CH:4]=[C:5]([N:13]([CH3:45])[C:14]([N:16]([C@H:17]2[C@H:21]([C:22]3[CH:27]=[CH:26][C:25]([F:28])=[CH:24][CH:23]=3)[CH2:20][N:19]([C:29]([C@H:31]3[CH2:36][CH2:35][C@H:34]([N:37]4[CH2:41][CH2:40][O:39][C:38]4=[O:43])[CH2:33][CH2:32]3)=[O:30])[CH2:18]2)[CH3:44])=[O:15])[CH:6]=[C:7]([C:9]([F:12])([F:11])[F:10])[CH:8]=1, predict the reactants needed to synthesize it. The reactants are: [F:1][C:2]([F:47])([F:46])[C:3]1[CH:4]=[C:5]([N:13]([CH3:45])[C:14]([N:16]([CH3:44])[C@H:17]2[C@H:21]([C:22]3[CH:27]=[CH:26][C:25]([F:28])=[CH:24][CH:23]=3)[CH2:20][N:19]([C:29]([C@H:31]3[CH2:36][CH2:35][C@H:34]([NH:37][C:38](=[O:43])[O:39][CH2:40][CH2:41]Cl)[CH2:33][CH2:32]3)=[O:30])[CH2:18]2)=[O:15])[CH:6]=[C:7]([C:9]([F:12])([F:11])[F:10])[CH:8]=1.[H-].[Na+]. (8) The reactants are: [F:1][C@H:2]1[CH2:6][CH2:5][N:4]([C:7](=[O:17])[CH2:8][NH:9]C(=O)OC(C)(C)C)[CH2:3]1.[ClH:18].O1CCOCC1. Given the product [ClH:18].[NH2:9][CH2:8][C:7]([N:4]1[CH2:5][CH2:6][C@H:2]([F:1])[CH2:3]1)=[O:17], predict the reactants needed to synthesize it. (9) Given the product [NH2:11][C:8]1[CH:9]=[C:10]2[C:5](=[CH:6][C:7]=1[N+:15]([O-:17])=[O:16])[N:4]([CH2:21][C:22]1[O:23][CH:24]=[CH:25][N:26]=1)[C:3](=[O:18])[C:2]2([CH3:1])[CH3:19], predict the reactants needed to synthesize it. The reactants are: [CH3:1][C:2]1([CH3:19])[C:10]2[C:5](=[CH:6][C:7]([N+:15]([O-:17])=[O:16])=[C:8]([NH:11]C(=O)C)[CH:9]=2)[NH:4][C:3]1=[O:18].Cl[CH2:21][C:22]1[O:23][CH:24]=[CH:25][N:26]=1.C([O-])([O-])=O.[K+].[K+].C1CCN2C(=NCCC2)CC1.